This data is from Experimental lipophilicity measurements (octanol/water distribution) for 4,200 compounds from AstraZeneca. The task is: Regression/Classification. Given a drug SMILES string, predict its absorption, distribution, metabolism, or excretion properties. Task type varies by dataset: regression for continuous measurements (e.g., permeability, clearance, half-life) or binary classification for categorical outcomes (e.g., BBB penetration, CYP inhibition). For this dataset (lipophilicity_astrazeneca), we predict Y. (1) The compound is COC[C@H](C)Oc1cc(Oc2ccc(Cl)cc2)cc(C(=O)Nc2ccc(C(=O)O)cn2)c1. The Y is 1.69 logD. (2) The compound is O=C(O)COc1ccc(Cl)cc1CN1CCC(S(=O)(=O)c2ccccc2)CC1. The Y is 0.480 logD. (3) The molecule is NC(=O)c1sc(-c2ccccc2)cc1N. The Y is 2.33 logD. (4) The molecule is COc1ccc(N(C(=O)c2ccco2)C(C(=O)NC2CCCC2)c2ccccc2F)c(OC)c1. The Y is 3.09 logD. (5) The drug is Cc1ccc(NC(=O)c2cscn2)cc1-n1cnc2ccc(N3CCN(C)CC3)cc2c1=O. The Y is 2.06 logD.